Task: Predict the reactants needed to synthesize the given product.. Dataset: Full USPTO retrosynthesis dataset with 1.9M reactions from patents (1976-2016) (1) Given the product [C:1]1([CH2:7][N:8]2[CH2:12][C@H:11]([CH2:13][OH:14])[C@H:10]([CH2:17][OH:18])[CH2:9]2)[CH:2]=[CH:3][CH:4]=[CH:5][CH:6]=1, predict the reactants needed to synthesize it. The reactants are: [C:1]1([CH2:7][N:8]2[CH2:12][C@H:11]([C:13](OC)=[O:14])[C@H:10]([C:17](OC)=[O:18])[CH2:9]2)[CH:6]=[CH:5][CH:4]=[CH:3][CH:2]=1.[H-].[H-].[H-].[H-].[Li+].[Al+3].CCOCC.[OH-].[Na+]. (2) Given the product [C:1]([O:4][C@H:5]1[CH2:6][C@H:7]([O:12][Si:13]([C:16]([CH3:19])([CH3:18])[CH3:17])([CH3:15])[CH3:14])[CH2:8][C@H:9]([O:11][C:53](=[O:58])[C:54]([CH3:57])([CH3:56])[CH3:55])[CH2:10]1)(=[O:3])[CH3:2], predict the reactants needed to synthesize it. The reactants are: [C:1]([O:4][C@@H:5]1[CH2:10][C@H:9]([OH:11])[CH2:8][C@H:7]([O:12][Si:13]([C:16]([CH3:19])([CH3:18])[CH3:17])([CH3:15])[CH3:14])[CH2:6]1)(=[O:3])[CH3:2].C1(P(C2C=CC=CC=2)C2C=CC=CC=2)C=CC=CC=1.N(C(OC(C)C)=O)=NC(OC(C)C)=O.[C:53](O)(=[O:58])[C:54]([CH3:57])([CH3:56])[CH3:55].